Dataset: Reaction yield outcomes from USPTO patents with 853,638 reactions. Task: Predict the reaction yield, written as a fraction of the theoretical maximum amount of product (1.0 means a 100% yield; for example, 0.34 means a 34% yield). (1) The reactants are [NH:1]1[CH:5]=[CH:4][C:3]([NH:6][C:7](=[O:9])[CH3:8])=[N:2]1.[CH3:10]C1NN=C(N)C=1. No catalyst specified. The product is [CH3:10][C:5]1[NH:1][N:2]=[C:3]([NH:6][C:7](=[O:9])[CH3:8])[CH:4]=1. The yield is 0.704. (2) The yield is 0.370. The product is [Br:10][CH2:9][C:5]1[CH:6]=[CH:7][CH:8]=[C:3]([CH2:2][O:17][CH2:16][CH:13]2[CH2:14][CH2:15][O:11][CH2:12]2)[N:4]=1. No catalyst specified. The reactants are Br[CH2:2][C:3]1[CH:8]=[CH:7][CH:6]=[C:5]([CH2:9][Br:10])[N:4]=1.[O:11]1[CH2:15][CH2:14][CH:13]([CH2:16][OH:17])[CH2:12]1. (3) The reactants are [C:1]1([O:7][CH3:8])[CH:6]=[CH:5][CH:4]=[CH:3][CH:2]=1.[CH3:9][O:10][C:11]1[CH:16]=[CH:15][C:14]([O:17][CH3:18])=[CH:13][C:12]=1[CH2:19][C:20](Cl)=[O:21].[Al+3].[Cl-].[Cl-].[Cl-]. The catalyst is ClC(Cl)C. The product is [CH3:9][O:10][C:11]1[CH:16]=[CH:15][C:14]([O:17][CH3:18])=[CH:13][C:12]=1[CH2:19][C:20]([C:4]1[CH:5]=[CH:6][C:1]([O:7][CH3:8])=[CH:2][CH:3]=1)=[O:21]. The yield is 0.580. (4) The reactants are [O:1]=[C:2]1[C:7]([CH:8]([C:10]2[CH:15]=[CH:14][C:13]([C:16]3[C:17]([C:22]#[N:23])=[CH:18][CH:19]=[CH:20][CH:21]=3)=[CH:12][CH:11]=2)[CH3:9])=[C:6]([CH2:24][CH2:25][CH3:26])[N:5]2[N:27]=[CH:28][N:29]=[C:4]2[N:3]1[CH:30]1[CH2:35][CH2:34][C:33](=[O:36])[CH2:32][CH2:31]1.O1CCCC1.[BH4-].[Na+]. The catalyst is CO. The product is [OH:36][C@H:33]1[CH2:34][CH2:35][C@H:30]([N:3]2[C:2](=[O:1])[C:7]([CH:8]([C:10]3[CH:15]=[CH:14][C:13]([C:16]4[C:17]([C:22]#[N:23])=[CH:18][CH:19]=[CH:20][CH:21]=4)=[CH:12][CH:11]=3)[CH3:9])=[C:6]([CH2:24][CH2:25][CH3:26])[N:5]3[N:27]=[CH:28][N:29]=[C:4]23)[CH2:31][CH2:32]1. The yield is 0.890. (5) The reactants are [CH2:1]([O:8][C:9]([N:11]1[C@@H:15]([CH2:16][C:17]2[CH:22]=[CH:21][CH:20]=[CH:19][CH:18]=2)[C:14](=[O:23])OC1C1C=CC(OC)=CC=1)=[O:10])[C:2]1[CH:7]=[CH:6][CH:5]=[CH:4][CH:3]=1.Br[CH2:33][Cl:34].O1CCCC1.S([O-])(O)(=O)=O.[K+]. The catalyst is CCCCCC. The product is [CH2:1]([O:8][C:9]([NH:11][C@@H:15]([CH2:16][C:17]1[CH:18]=[CH:19][CH:20]=[CH:21][CH:22]=1)[C:14](=[O:23])[CH2:33][Cl:34])=[O:10])[C:2]1[CH:3]=[CH:4][CH:5]=[CH:6][CH:7]=1. The yield is 0.620. (6) The reactants are [C:1]([O:5][C:6]([N:8]1[C@@H:12]([CH2:13][C@@H:14]([OH:19])[C:15]([F:18])([F:17])[F:16])[CH2:11][O:10][C:9]1([CH3:21])[CH3:20])=[O:7])([CH3:4])([CH3:3])[CH3:2].F[C:23]1[CH:28]=[CH:27][C:26]([N+:29]([O-:31])=[O:30])=[CH:25][CH:24]=1.C[Si]([N-][Si](C)(C)C)(C)C.[K+]. The catalyst is C1COCC1.ClCCl. The product is [C:1]([O:5][C:6]([N:8]1[C@@H:12]([CH2:13][C@@H:14]([O:19][C:23]2[CH:28]=[CH:27][C:26]([N+:29]([O-:31])=[O:30])=[CH:25][CH:24]=2)[C:15]([F:18])([F:16])[F:17])[CH2:11][O:10][C:9]1([CH3:21])[CH3:20])=[O:7])([CH3:4])([CH3:2])[CH3:3]. The yield is 0.970.